Dataset: Retrosynthesis with 50K atom-mapped reactions and 10 reaction types from USPTO. Task: Predict the reactants needed to synthesize the given product. (1) Given the product CCCC(C(=O)O)c1c(C)nc2scc(-c3ccccc3)c2c1-c1ccc(C)cc1, predict the reactants needed to synthesize it. The reactants are: CCCC(C(=O)OC)c1c(C)nc2scc(-c3ccccc3)c2c1-c1ccc(C)cc1. (2) Given the product CC(C)(C)NC(=O)c1cc(Oc2ccc(Nc3ncnc4ccn(CCOCCO)c34)cc2Cl)cc(C(F)(F)F)c1, predict the reactants needed to synthesize it. The reactants are: CC(C)(C)N.O=C(O)c1cc(Oc2ccc(Nc3ncnc4ccn(CCOCCO)c34)cc2Cl)cc(C(F)(F)F)c1.